From a dataset of Full USPTO retrosynthesis dataset with 1.9M reactions from patents (1976-2016). Predict the reactants needed to synthesize the given product. (1) The reactants are: [F:1][C:2]1[C:3]([NH:8][NH2:9])=[N:4][CH:5]=[CH:6][CH:7]=1.C(N(CC)CC)C.C[O:18][C:19](=O)[N:20]=[C:21](SC)[C:22]([C:36]1[CH:46]=[C:45]([O:47][CH3:48])[C:39]2[O:40][CH2:41][CH2:42][CH2:43][O:44][C:38]=2[CH:37]=1)=[N:23][C:24]1[CH:29]=[CH:28][C:27]([C:30]2[N:34]=[C:33]([CH3:35])[O:32][N:31]=2)=[CH:26][CH:25]=1. Given the product [F:1][C:2]1[C:3]([N:8]2[C:19](=[O:18])[NH:20][C:21]([CH:22]([C:36]3[CH:46]=[C:45]([O:47][CH3:48])[C:39]4[O:40][CH2:41][CH2:42][CH2:43][O:44][C:38]=4[CH:37]=3)[NH:23][C:24]3[CH:25]=[CH:26][C:27]([C:30]4[N:34]=[C:33]([CH3:35])[O:32][N:31]=4)=[CH:28][CH:29]=3)=[N:9]2)=[N:4][CH:5]=[CH:6][CH:7]=1, predict the reactants needed to synthesize it. (2) Given the product [CH2:9]([N:11]1[CH2:16][CH2:15][N:14]([C:17]2[CH:22]=[CH:21][N:20]=[C:19]3[NH:23][CH:24]=[C:25]([NH:26][C:41](=[O:43])[CH3:42])[C:18]=23)[CH2:13][CH2:12]1)[C:8]1[CH:7]=[CH:2][CH:3]=[CH:4][CH:5]=1, predict the reactants needed to synthesize it. The reactants are: Cl[C:2]1[CH:7]=C[C:5]([C@@H:8](CNC(C)C)[C:9]([N:11]2[CH2:16][CH2:15][N:14]([C:17]3[CH:22]=[CH:21][N:20]=[C:19]4[NH:23][CH:24]=[C:25]([NH:26]C(=O)CCC)[C:18]=34)[CH2:13][CH2:12]2)=O)=[CH:4][CH:3]=1.C(O[C:41](=[O:43])[CH3:42])(=O)C.C([O-])([O-])=O.[Na+].[Na+]. (3) Given the product [CH:18]([C:5]1[O:4][C:3]([C:7]([OH:9])=[O:8])=[C:2]([CH3:1])[CH:6]=1)=[O:19], predict the reactants needed to synthesize it. The reactants are: [CH3:1][C:2]1[CH:6]=[CH:5][O:4][C:3]=1[C:7]([OH:9])=[O:8].[Li]CCCC.CN([CH:18]=[O:19])C. (4) Given the product [F:50][C:17]([F:49])([F:16])[C:18]1[CH:19]=[C:20]([CH:42]=[C:43]([C:45]([F:46])([F:47])[F:48])[CH:44]=1)[CH2:21][N:22]([CH2:29][C:30]1[CH:37]=[C:36]([C:38]([F:39])([F:41])[F:40])[CH:35]=[CH:34][C:31]=1[CH:32]([N:1]1[CH2:5][CH2:6][CH2:7][CH2:8][CH2:9]1)[CH2:11][CH3:12])[C:23]1[N:24]=[N:25][N:26]([CH3:28])[N:27]=1, predict the reactants needed to synthesize it. The reactants are: [NH:1]1[C:5]2[CH:6]=[CH:7][CH:8]=[CH:9]C=2N=N1.N1CCC[CH2:12][CH2:11]1.[F:16][C:17]([F:50])([F:49])[C:18]1[CH:19]=[C:20]([CH:42]=[C:43]([C:45]([F:48])([F:47])[F:46])[CH:44]=1)[CH2:21][N:22]([CH2:29][C:30]1[CH:37]=[C:36]([C:38]([F:41])([F:40])[F:39])[CH:35]=[CH:34][C:31]=1[CH:32]=O)[C:23]1[N:24]=[N:25][N:26]([CH3:28])[N:27]=1. (5) Given the product [OH:6][C:7]1[C:36]([O:37][CH3:38])=[CH:35][C:10]2[N:11]([C:14]3[S:18][C:17]([C:19]([O:21][CH3:22])=[O:20])=[C:16]([O:23][CH2:24][C:25]4[CH:30]=[CH:29][CH:28]=[CH:27][C:26]=4[C:31]([F:34])([F:33])[F:32])[CH:15]=3)[CH:12]=[N:13][C:9]=2[CH:8]=1, predict the reactants needed to synthesize it. The reactants are: CC([Si](C1C=CC=CC=1)(C1C=CC=CC=1)[O:6][C:7]1[C:36]([O:37][CH3:38])=[CH:35][C:10]2[N:11]([C:14]3[S:18][C:17]([C:19]([O:21][CH3:22])=[O:20])=[C:16]([O:23][CH2:24][C:25]4[CH:30]=[CH:29][CH:28]=[CH:27][C:26]=4[C:31]([F:34])([F:33])[F:32])[CH:15]=3)[CH:12]=[N:13][C:9]=2[CH:8]=1)(C)C.[F-].C([N+](CCCC)(CCCC)CCCC)CCC. (6) Given the product [O:1]1[CH:5]=[CH:4][CH:3]=[C:2]1[C:6]1[O:7][C:8]([CH3:36])=[C:9]([CH2:11][O:12][C:13]2[CH:33]=[CH:32][C:16]([CH2:17][O:18][C:19]3[CH:23]=[C:22](/[CH:24]=[CH:45]/[C:46]([O:48][CH2:49][CH3:50])=[O:47])[N:21]([C:26]4[CH:27]=[CH:28][CH:29]=[CH:30][CH:31]=4)[N:20]=3)=[CH:15][C:14]=2[O:34][CH3:35])[N:10]=1, predict the reactants needed to synthesize it. The reactants are: [O:1]1[CH:5]=[CH:4][CH:3]=[C:2]1[C:6]1[O:7][C:8]([CH3:36])=[C:9]([CH2:11][O:12][C:13]2[CH:33]=[CH:32][C:16]([CH2:17][O:18][C:19]3[CH:23]=[C:22]([CH:24]=O)[N:21]([C:26]4[CH:31]=[CH:30][CH:29]=[CH:28][CH:27]=4)[N:20]=3)=[CH:15][C:14]=2[O:34][CH3:35])[N:10]=1.C(OP([CH2:45][C:46]([O:48][CH2:49][CH3:50])=[O:47])(OCC)=O)C.[H-].[Na+]. (7) Given the product [C:1]([O:5][C:6]([N:8]1[CH2:13][CH2:12][N:11]([C:14]2[CH:19]=[CH:18][CH:17]=[C:16]([C:38]3[CH:29]=[CH:30][C:31]4[C:32]([CH3:42])([CH3:41])[CH2:33][CH2:34][C:35]([CH3:40])([CH3:39])[C:36]=4[CH:37]=3)[CH:15]=2)[CH2:10][CH2:9]1)=[O:7])([CH3:4])([CH3:3])[CH3:2], predict the reactants needed to synthesize it. The reactants are: [C:1]([O:5][C:6]([N:8]1[CH2:13][CH2:12][N:11]([C:14]2[CH:19]=[CH:18][CH:17]=[C:16](Br)[CH:15]=2)[CH2:10][CH2:9]1)=[O:7])([CH3:4])([CH3:3])[CH3:2].CC1(C)C(C)(C)OB([C:29]2[CH:38]=[CH:37][C:36]3[C:35]([CH3:40])([CH3:39])[CH2:34][CH2:33][C:32]([CH3:42])([CH3:41])[C:31]=3[CH:30]=2)O1. (8) Given the product [I:1][C:2]1[CH:10]=[CH:9][C:8]2[N:7]([CH2:17][C:18]([N:20]3[CH2:25][CH2:24][CH2:23][CH2:22][CH2:21]3)=[O:19])[C:6]3[CH2:11][CH2:12][N:13]([CH3:15])[CH2:14][C:5]=3[C:4]=2[CH:3]=1, predict the reactants needed to synthesize it. The reactants are: [I:1][C:2]1[CH:10]=[CH:9][C:8]2[NH:7][C:6]3[CH2:11][CH2:12][N:13]([CH3:15])[CH2:14][C:5]=3[C:4]=2[CH:3]=1.Cl[CH2:17][C:18]([N:20]1[CH2:25][CH2:24][CH2:23][CH2:22][CH2:21]1)=[O:19]. (9) The reactants are: [CH3:1][O:2][C:3]([C@@H:5]1[CH2:18][C@H:17]([NH2:19])[C:16](=[O:20])[C@H:15]2[C@@:6]1([CH3:28])[CH2:7][CH2:8][C@@H:9]1[C@:14]2([CH3:21])[CH2:13][C@@H:12]([C:22]2[CH:26]=[CH:25][O:24][CH:23]=2)[O:11][C:10]1=[O:27])=[O:4].[CH3:29][S:30](Cl)(=[O:32])=[O:31].CCN(CC)CC. Given the product [CH3:1][O:2][C:3]([C@@H:5]1[CH2:18][C@H:17]([NH:19][S:30]([CH3:29])(=[O:32])=[O:31])[C:16](=[O:20])[C@H:15]2[C@@:6]1([CH3:28])[CH2:7][CH2:8][C@@H:9]1[C@:14]2([CH3:21])[CH2:13][C@@H:12]([C:22]2[CH:26]=[CH:25][O:24][CH:23]=2)[O:11][C:10]1=[O:27])=[O:4], predict the reactants needed to synthesize it.